Dataset: Full USPTO retrosynthesis dataset with 1.9M reactions from patents (1976-2016). Task: Predict the reactants needed to synthesize the given product. (1) Given the product [Cl:1][C:2]1[CH:10]=[CH:9][C:8]([O:11][C:12]([F:15])([F:13])[F:14])=[C:7]2[C:3]=1[C:4]([C:20]([N:47]1[CH2:48][CH2:49][CH:44]([C:39]3[CH:38]=[C:37]([CH:42]=[CH:41][C:40]=3[F:43])[CH2:36][NH:35][C:33](=[O:34])[C:32]([F:51])([F:50])[F:31])[CH2:45][CH2:46]1)=[O:21])=[CH:5][N:6]2[CH2:16][CH2:17][O:18][CH3:19], predict the reactants needed to synthesize it. The reactants are: [Cl:1][C:2]1[CH:10]=[CH:9][C:8]([O:11][C:12]([F:15])([F:14])[F:13])=[C:7]2[C:3]=1[C:4]([C:20](O)=[O:21])=[CH:5][N:6]2[CH2:16][CH2:17][O:18][CH3:19].CCN(CC)CC.Cl.[F:31][C:32]([F:51])([F:50])[C:33]([NH:35][CH2:36][C:37]1[CH:42]=[CH:41][C:40]([F:43])=[C:39]([CH:44]2[CH2:49][CH2:48][NH:47][CH2:46][CH2:45]2)[CH:38]=1)=[O:34].CCN=C=NCCCN(C)C. (2) Given the product [C:42]([C:44]1[CH:45]=[CH:46][C:47]([C@@:50]([NH:69][C:70]([NH:72][CH:73]2[CH2:74][CH2:75][CH2:76][CH2:77]2)=[O:71])([C:58]2[CH:63]=[C:62]([C:64]([F:65])([F:66])[F:67])[CH:61]=[C:60]([F:68])[CH:59]=2)[CH2:51][C:52]2[CH:57]=[CH:56][CH:55]=[CH:54][CH:53]=2)=[N:48][CH:49]=1)#[N:43], predict the reactants needed to synthesize it. The reactants are: BrC1C=CC(C(NC(NC2CCCC2)=O)(C2C=C(C(F)(F)F)C=C(F)C=2)CC2C=CC=CC=2)=NC=1.C([O-])([O-])=O.[Na+].[Na+].[C:42]([C:44]1[CH:45]=[CH:46][C:47]([C@:50]([NH:69][C:70]([NH:72][CH:73]2[CH2:77][CH2:76][CH2:75][CH2:74]2)=[O:71])([C:58]2[CH:63]=[C:62]([C:64]([F:67])([F:66])[F:65])[CH:61]=[C:60]([F:68])[CH:59]=2)[CH2:51][C:52]2[CH:57]=[CH:56][CH:55]=[CH:54][CH:53]=2)=[N:48][CH:49]=1)#[N:43]. (3) Given the product [OH:8][C:9]1[CH:10]=[CH:11][C:12]([CH2:15][CH:16]([O:22][C:23]2[CH:24]=[CH:25][CH:26]=[CH:27][CH:28]=2)[C:17]([O:19][CH2:20][CH3:21])=[O:18])=[CH:13][CH:14]=1, predict the reactants needed to synthesize it. The reactants are: C([O:8][C:9]1[CH:14]=[CH:13][C:12]([CH2:15][CH:16]([O:22][C:23]2[CH:28]=[CH:27][CH:26]=[CH:25][CH:24]=2)[C:17]([O:19][CH2:20][CH3:21])=[O:18])=[CH:11][CH:10]=1)C1C=CC=CC=1. (4) Given the product [C:15]([C:12]1[N:13]=[CH:14][C:8]2[N:7]([CH2:17][O:18][CH2:19][CH2:20][Si:21]([CH3:24])([CH3:23])[CH3:22])[C:6]3[N:5]=[CH:4][CH:3]=[C:2]([NH:25][CH:26]4[CH2:27][CH2:28][N:29]([C:32]([O:34][C:35]([CH3:38])([CH3:37])[CH3:36])=[O:33])[CH2:30][CH2:31]4)[C:10]=3[C:9]=2[CH:11]=1)#[N:16], predict the reactants needed to synthesize it. The reactants are: Cl[C:2]1[C:10]2[C:9]3[CH:11]=[C:12]([C:15]#[N:16])[N:13]=[CH:14][C:8]=3[N:7]([CH2:17][O:18][CH2:19][CH2:20][Si:21]([CH3:24])([CH3:23])[CH3:22])[C:6]=2[N:5]=[CH:4][CH:3]=1.[NH2:25][CH:26]1[CH2:31][CH2:30][N:29]([C:32]([O:34][C:35]([CH3:38])([CH3:37])[CH3:36])=[O:33])[CH2:28][CH2:27]1.C1(P(C2C=CC=CC=2)C2C3OC4C(=CC=CC=4P(C4C=CC=CC=4)C4C=CC=CC=4)C(C)(C)C=3C=CC=2)C=CC=CC=1.C(=O)([O-])[O-].[Cs+].[Cs+]. (5) Given the product [C:17]([O:7][C:6](=[O:8])[C:5]1[CH:9]=[CH:10][C:2]([F:1])=[C:3]([N+:11]([O-:13])=[O:12])[CH:4]=1)([CH3:20])([CH3:19])[CH3:18], predict the reactants needed to synthesize it. The reactants are: [F:1][C:2]1[CH:10]=[CH:9][C:5]([C:6]([OH:8])=[O:7])=[CH:4][C:3]=1[N+:11]([O-:13])=[O:12].C(OC(O[C:17]([CH3:20])([CH3:19])[CH3:18])=O)(O[C:17]([CH3:20])([CH3:19])[CH3:18])=O. (6) The reactants are: [C:1]([C@@H:4]([NH:12][C:13](=[O:22])[O:14]CC1C=CN=CC=1)[CH2:5][C:6]1[CH:11]=[CH:10][CH:9]=[CH:8][CH:7]=1)([OH:3])=O.CCN(C(C)C)C(C)C.CN(C(ON1N=NC2C=CC=CC1=2)=[N+](C)C)C.[B-](F)(F)(F)F.[CH2:54]([NH2:60])[C@@H:55]1[O:59][CH2:58][CH2:57][CH2:56]1.[ClH:61].CCOCC. Given the product [ClH:61].[CH2:5]([C@H:4]([NH:12][C:13](=[O:22])[OH:14])[C:1](=[O:3])[NH:60][CH2:54][C@H:55]1[CH2:56][CH2:57][CH2:58][O:59]1)[C:6]1[CH:7]=[CH:8][CH:9]=[CH:10][CH:11]=1, predict the reactants needed to synthesize it.